Task: Predict the product of the given reaction.. Dataset: Forward reaction prediction with 1.9M reactions from USPTO patents (1976-2016) Given the reactants [C:1]([C:4]1[C:13]([NH:14][CH3:15])=[CH:12][C:11]2[C:6](=[CH:7][CH:8]=[CH:9][C:10]=2[N+:16]([O-])=O)[N:5]=1)(=[O:3])[CH3:2].[H][H], predict the reaction product. The product is: [C:1]([C:4]1[C:13]([NH:14][CH3:15])=[CH:12][C:11]2[C:6](=[CH:7][CH:8]=[CH:9][C:10]=2[NH2:16])[N:5]=1)(=[O:3])[CH3:2].